From a dataset of Forward reaction prediction with 1.9M reactions from USPTO patents (1976-2016). Predict the product of the given reaction. (1) Given the reactants C([Li])(C)(C)C.Br[C:7]1[CH:17]=[CH:16][C:10]2[O:11][C:12]([F:15])([F:14])[O:13][C:9]=2[CH:8]=1.C([O:21][B:22](OC(C)C)[O:23]C(C)C)(C)C.[OH-].[Na+].Cl, predict the reaction product. The product is: [F:14][C:12]1([F:15])[O:11][C:10]2[CH:16]=[CH:17][C:7]([O:23][B:22]=[O:21])=[CH:8][C:9]=2[O:13]1. (2) Given the reactants [CH2:1]([O:8][C:9]1[CH:14]=[CH:13][C:12]([Br:15])=[C:11](F)[CH:10]=1)[C:2]1[CH:7]=[CH:6][CH:5]=[CH:4][CH:3]=1.[N:17]1[CH:22]=[CH:21][CH:20]=[C:19]([CH2:23][OH:24])[CH:18]=1.[CH2:25](Br)[C:26]1[CH:31]=[CH:30][CH:29]=[CH:28][CH:27]=1.[Br-].[NH+]1C=CC=CC=1.[BH4-].[Na+], predict the reaction product. The product is: [CH2:25]([N:17]1[CH2:18][C:19]([CH2:23][O:24][C:11]2[CH:10]=[C:9]([O:8][CH2:1][C:2]3[CH:7]=[CH:6][CH:5]=[CH:4][CH:3]=3)[CH:14]=[CH:13][C:12]=2[Br:15])=[CH:20][CH2:21][CH2:22]1)[C:26]1[CH:31]=[CH:30][CH:29]=[CH:28][CH:27]=1. (3) Given the reactants C1(C(C2C=CC=CC=2)[N:8]2[CH2:11][CH:10]([O:12][CH2:13][C:14]([CH3:16])=[CH2:15])[CH2:9]2)C=CC=CC=1.[Cl:23]CCCl.ClC(OC(Cl)C)=O, predict the reaction product. The product is: [ClH:23].[CH3:16][C:14](=[CH2:15])[CH2:13][O:12][CH:10]1[CH2:11][NH:8][CH2:9]1.